This data is from Catalyst prediction with 721,799 reactions and 888 catalyst types from USPTO. The task is: Predict which catalyst facilitates the given reaction. (1) Reactant: Cl.O1CCOCC1.C(OC([N:15]1[CH2:19][CH2:18][CH2:17][N:16]1[C:20]([C:22]1[CH:26]=[C:25]([C:27]2[CH:32]=[CH:31][CH:30]=[CH:29][N:28]=2)[N:24]([C:33]2[N:34]=[N:35][C:36]([O:39][CH3:40])=[CH:37][CH:38]=2)[N:23]=1)=[O:21])=O)(C)(C)C.C(OCC)C. Product: [CH3:40][O:39][C:36]1[N:35]=[N:34][C:33]([N:24]2[C:25]([C:27]3[CH:32]=[CH:31][CH:30]=[CH:29][N:28]=3)=[CH:26][C:22]([C:20]([N:16]3[CH2:17][CH2:18][CH2:19][NH:15]3)=[O:21])=[N:23]2)=[CH:38][CH:37]=1. The catalyst class is: 4. (2) Reactant: C([O:5][C:6](=[O:55])[C:7]([O:10]/[N:11]=[C:12](/[C:42]1[N:43]=[C:44]([NH:47]C(OC(C)(C)C)=O)[S:45][CH:46]=1)\[C:13]([NH:15][C@@H:16]1[C:19](=[O:20])[N:18]([S:21]([OH:24])(=[O:23])=[O:22])[C@@H:17]1[CH2:25][N:26]1[CH2:30][CH2:29][N:28]([CH2:31][CH2:32][NH:33]C(OC(C)(C)C)=O)[C:27]1=[O:41])=[O:14])([CH3:9])[CH3:8])(C)(C)C.C(O)(C(F)(F)F)=O. Product: [NH2:33][CH2:32][CH2:31][N:28]1[CH2:29][CH2:30][N:26]([CH2:25][C@@H:17]2[C@H:16]([NH:15][C:13](=[O:14])/[C:12](=[N:11]\[O:10][C:7]([CH3:8])([CH3:9])[C:6]([OH:55])=[O:5])/[C:42]3[N:43]=[C:44]([NH2:47])[S:45][CH:46]=3)[C:19](=[O:20])[N:18]2[S:21]([OH:24])(=[O:22])=[O:23])[C:27]1=[O:41]. The catalyst class is: 2. (3) Reactant: [NH2:1][C:2](=[O:46])[C:3]([CH3:45])([CH3:44])[CH2:4][NH:5][C:6]([C@H:8]([CH:41]([CH3:43])[CH3:42])[CH2:9][C@@H:10]1[O:14][CH2:13][N:12]([C:15]([O:17][CH:18](Cl)[CH3:19])=[O:16])[C@H:11]1[CH2:21][C@H:22]([CH2:26][C:27]1[CH:32]=[CH:31][C:30]([O:33][CH3:34])=[C:29]([O:35][CH2:36][CH2:37][CH2:38][O:39][CH3:40])[CH:28]=1)[CH:23]([CH3:25])[CH3:24])=[O:7].C(=O)([O-])[O-].[Cs+].[Cs+].[OH:53][C:54]1[CH:55]=[N:56][CH:57]=[CH:58][CH:59]=1.C(O)(=O)CC(CC(O)=O)(C(O)=O)O. Product: [NH2:1][C:2](=[O:46])[C:3]([CH3:45])([CH3:44])[CH2:4][NH:5][C:6]([C@H:8]([CH:41]([CH3:43])[CH3:42])[CH2:9][C@@H:10]1[O:14][CH2:13][N:12]([C:15]([O:17][CH:18]([O:53][C:54]2[CH:55]=[N:56][CH:57]=[CH:58][CH:59]=2)[CH3:19])=[O:16])[C@H:11]1[CH2:21][C@H:22]([CH2:26][C:27]1[CH:32]=[CH:31][C:30]([O:33][CH3:34])=[C:29]([O:35][CH2:36][CH2:37][CH2:38][O:39][CH3:40])[CH:28]=1)[CH:23]([CH3:25])[CH3:24])=[O:7]. The catalyst class is: 650. (4) Reactant: [H-].[Na+].[Si:3]([O:10][CH:11]1[CH2:14][N:13]([CH2:15][C@H:16]([OH:21])[C:17]([O:19][CH3:20])=[O:18])[CH2:12]1)([C:6]([CH3:9])([CH3:8])[CH3:7])([CH3:5])[CH3:4].Cl[C:23]1[N:28]=[CH:27][N:26]=[C:25]2[N:29]([C:32]3[C:37]([Cl:38])=[CH:36][CH:35]=[CH:34][C:33]=3[Cl:39])[N:30]=[CH:31][C:24]=12.C(O)(=O)CC(CC(O)=O)(C(O)=O)O. Product: [Si:3]([O:10][CH:11]1[CH2:14][N:13]([CH2:15][C@H:16]([O:21][C:23]2[N:28]=[CH:27][N:26]=[C:25]3[N:29]([C:32]4[C:37]([Cl:38])=[CH:36][CH:35]=[CH:34][C:33]=4[Cl:39])[N:30]=[CH:31][C:24]=23)[C:17]([O:19][CH3:20])=[O:18])[CH2:12]1)([C:6]([CH3:9])([CH3:8])[CH3:7])([CH3:5])[CH3:4]. The catalyst class is: 249.